From a dataset of Peptide-MHC class II binding affinity with 134,281 pairs from IEDB. Regression. Given a peptide amino acid sequence and an MHC pseudo amino acid sequence, predict their binding affinity value. This is MHC class II binding data. (1) The peptide sequence is YIEDFKKLEQLKEDL. The MHC is DRB1_0101 with pseudo-sequence DRB1_0101. The binding affinity (normalized) is 0.434. (2) The peptide sequence is GSFVRTVSLPVGADE. The MHC is HLA-DPA10103-DPB10401 with pseudo-sequence HLA-DPA10103-DPB10401. The binding affinity (normalized) is 0.601. (3) The peptide sequence is AIPKVPPGPNITATY. The MHC is DRB1_1001 with pseudo-sequence DRB1_1001. The binding affinity (normalized) is 0. (4) The peptide sequence is DAAFKIAATAANAAP. The MHC is DRB5_0101 with pseudo-sequence DRB5_0101. The binding affinity (normalized) is 0.581. (5) The peptide sequence is AAVPAVGAAAGAPAA. The MHC is DRB1_0802 with pseudo-sequence DRB1_0802. The binding affinity (normalized) is 0.208.